Dataset: Full USPTO retrosynthesis dataset with 1.9M reactions from patents (1976-2016). Task: Predict the reactants needed to synthesize the given product. (1) Given the product [C:1]([CH2:4][N:5]1[CH:9]=[CH:8][C:7]([NH:10][C:11]([C:13]2[CH:18]=[C:17]([C:19]3[CH:24]=[C:23]([F:25])[CH:22]=[C:21]([F:26])[CH:20]=3)[CH:16]=[C:15]([CH3:27])[N:14]=2)=[O:12])=[N:6]1)#[N:2], predict the reactants needed to synthesize it. The reactants are: [C:1]([CH2:4][N:5]1[CH:9]=[CH:8][C:7]([NH:10][C:11]([C:13]2[CH:18]=[C:17]([C:19]3[CH:24]=[C:23]([F:25])[CH:22]=[C:21]([F:26])[CH:20]=3)[CH:16]=[C:15]([CH3:27])[N:14]=2)=[O:12])=[N:6]1)(=O)[NH2:2].O=P(Cl)(Cl)Cl. (2) Given the product [OH:1][C@@H:9]1[C@@H:16]2[N:12]([C:13](=[O:28])[N:14]([C:18]3[CH:25]=[CH:24][C:21]([C:22]#[N:23])=[C:20]([Cl:26])[C:19]=3[CH3:27])[C@H:15]2[CH3:17])[CH2:11][CH2:10]1, predict the reactants needed to synthesize it. The reactants are: [O:1]([C@@H:9]1[C@@H:16]2[N:12]([C:13](=[O:28])[N:14]([C:18]3[CH:25]=[CH:24][C:21]([C:22]#[N:23])=[C:20]([Cl:26])[C:19]=3[CH3:27])[C@H:15]2[CH3:17])[CH2:11][CH2:10]1)[Si](C(C)(C)C)(C)C.CCCC[N+](CCCC)(CCCC)CCCC.[F-]. (3) Given the product [CH2:34]([N:36]([CH2:40][CH3:41])[CH2:37][CH2:38][O:1][C:2]1[CH:3]=[C:4]2[C:9](=[CH:10][CH:11]=1)[CH:8]([C:12]([O:14][CH3:15])=[O:13])[N:7]([S:16]([C:19]1[CH:24]=[CH:23][C:22]([O:25][C:26]3[CH:27]=[CH:28][C:29]([O:32][CH3:33])=[CH:30][CH:31]=3)=[CH:21][CH:20]=1)(=[O:17])=[O:18])[CH2:6][CH2:5]2)[CH3:35], predict the reactants needed to synthesize it. The reactants are: [OH:1][C:2]1[CH:3]=[C:4]2[C:9](=[CH:10][CH:11]=1)[CH:8]([C:12]([O:14][CH3:15])=[O:13])[N:7]([S:16]([C:19]1[CH:24]=[CH:23][C:22]([O:25][C:26]3[CH:31]=[CH:30][C:29]([O:32][CH3:33])=[CH:28][CH:27]=3)=[CH:21][CH:20]=1)(=[O:18])=[O:17])[CH2:6][CH2:5]2.[CH2:34]([N:36]([CH2:40][CH3:41])[CH2:37][CH2:38]O)[CH3:35].FC1C=CC(OC2C=CC(S(N3CCC4C(=CC=C(OCCCN5CCN(C)CC5)C=4)C3C(OC)=O)(=O)=O)=CC=2)=CC=1.